This data is from Merck oncology drug combination screen with 23,052 pairs across 39 cell lines. The task is: Regression. Given two drug SMILES strings and cell line genomic features, predict the synergy score measuring deviation from expected non-interaction effect. (1) Drug 1: CN(Cc1cnc2nc(N)nc(N)c2n1)c1ccc(C(=O)NC(CCC(=O)O)C(=O)O)cc1. Drug 2: C=CCn1c(=O)c2cnc(Nc3ccc(N4CCN(C)CC4)cc3)nc2n1-c1cccc(C(C)(C)O)n1. Cell line: MDAMB436. Synergy scores: synergy=-4.06. (2) Cell line: UWB1289. Drug 2: O=C(NOCC(O)CO)c1ccc(F)c(F)c1Nc1ccc(I)cc1F. Synergy scores: synergy=19.8. Drug 1: O=c1[nH]cc(F)c(=O)[nH]1. (3) Drug 1: N#Cc1ccc(Cn2cncc2CN2CCN(c3cccc(Cl)c3)C(=O)C2)cc1. Drug 2: COc1cc(C2c3cc4c(cc3C(OC3OC5COC(C)OC5C(O)C3O)C3COC(=O)C23)OCO4)cc(OC)c1O. Cell line: OVCAR3. Synergy scores: synergy=-28.5. (4) Drug 1: NC(=O)c1cccc2cn(-c3ccc(C4CCCNC4)cc3)nc12. Drug 2: C#Cc1cccc(Nc2ncnc3cc(OCCOC)c(OCCOC)cc23)c1. Cell line: A427. Synergy scores: synergy=-8.68. (5) Drug 1: O=C(O)C1(Cc2cccc(Nc3nccs3)n2)CCC(Oc2cccc(Cl)c2F)CC1. Drug 2: CC1(c2nc3c(C(N)=O)cccc3[nH]2)CCCN1. Cell line: ZR751. Synergy scores: synergy=-13.8. (6) Drug 1: CCC1(O)C(=O)OCc2c1cc1n(c2=O)Cc2cc3c(CN(C)C)c(O)ccc3nc2-1. Drug 2: Cn1cc(-c2cnn3c(N)c(Br)c(C4CCCNC4)nc23)cn1. Cell line: COLO320DM. Synergy scores: synergy=17.8.